Task: Binary Classification. Given a T-cell receptor sequence (or CDR3 region) and an epitope sequence, predict whether binding occurs between them.. Dataset: TCR-epitope binding with 47,182 pairs between 192 epitopes and 23,139 TCRs (1) The epitope is RQLLFVVEV. The TCR CDR3 sequence is CASSSLEGNTEAFF. Result: 0 (the TCR does not bind to the epitope). (2) The epitope is LPRRSGAAGA. The TCR CDR3 sequence is CASSRSSGGAYNEQFF. Result: 0 (the TCR does not bind to the epitope). (3) The epitope is FLPRVFSAV. The TCR CDR3 sequence is CASSIFSGGQNIQYF. Result: 0 (the TCR does not bind to the epitope).